From a dataset of Peptide-MHC class I binding affinity with 185,985 pairs from IEDB/IMGT. Regression. Given a peptide amino acid sequence and an MHC pseudo amino acid sequence, predict their binding affinity value. This is MHC class I binding data. (1) The binding affinity (normalized) is 0.0847. The peptide sequence is YPAVINSNI. The MHC is HLA-A02:01 with pseudo-sequence HLA-A02:01. (2) The peptide sequence is IHSDQLSKF. The MHC is HLA-B08:03 with pseudo-sequence HLA-B08:03. The binding affinity (normalized) is 0.0847. (3) The peptide sequence is GQFDSMLAK. The MHC is HLA-A03:01 with pseudo-sequence HLA-A03:01. The binding affinity (normalized) is 0.528. (4) The peptide sequence is RRVRRRVLV. The MHC is HLA-C07:01 with pseudo-sequence HLA-C07:01. The binding affinity (normalized) is 0.468. (5) The peptide sequence is SINISGYNF. The MHC is HLA-B07:02 with pseudo-sequence HLA-B07:02. The binding affinity (normalized) is 0. (6) The peptide sequence is VPRDRNGTF. The MHC is HLA-B08:02 with pseudo-sequence HLA-B08:02. The binding affinity (normalized) is 0.0896. (7) The peptide sequence is CYPRLWGVR. The MHC is HLA-B08:01 with pseudo-sequence HLA-B08:01. The binding affinity (normalized) is 0.0847.